The task is: Predict the reaction yield, written as a fraction of the theoretical maximum amount of product (1.0 means a 100% yield; for example, 0.34 means a 34% yield).. This data is from Reaction yield outcomes from USPTO patents with 853,638 reactions. The yield is 0.160. The reactants are [C:1]([N:5]1[C:9](=[O:10])[C:8](Cl)=[C:7]([C:12]2[CH:17]=[CH:16][CH:15]=[CH:14][CH:13]=2)[S:6]1(=[O:19])=[O:18])([CH3:4])([CH3:3])[CH3:2].[NH2:20][CH2:21][CH2:22][C:23]1[CH:30]=[CH:29][C:26]([C:27]#[N:28])=[CH:25][CH:24]=1. The catalyst is CN(C=O)C. The product is [C:1]([N:5]1[C:9](=[O:10])[C:8]([NH:20][CH2:21][CH2:22][C:23]2[CH:30]=[CH:29][C:26]([C:27]#[N:28])=[CH:25][CH:24]=2)=[C:7]([C:12]2[CH:17]=[CH:16][CH:15]=[CH:14][CH:13]=2)[S:6]1(=[O:19])=[O:18])([CH3:4])([CH3:3])[CH3:2].